This data is from Catalyst prediction with 721,799 reactions and 888 catalyst types from USPTO. The task is: Predict which catalyst facilitates the given reaction. (1) Reactant: [Cl:1][C:2]1[CH:3]=[CH:4][C:5]([C:32]#[N:33])=[C:6]([C:8]2[C:13]([O:14][CH3:15])=[CH:12][N:11]([C:16](=[CH:24][C:25]3([CH2:29][CH3:30])[CH2:28][O:27][CH2:26]3)[C:17]([O:19][C:20]([CH3:23])([CH3:22])[CH3:21])=[O:18])[C:10](=[O:31])[CH:9]=2)[CH:7]=1. Product: [Cl:1][C:2]1[CH:3]=[CH:4][C:5]([C:32]#[N:33])=[C:6]([C:8]2[C:13]([O:14][CH3:15])=[CH:12][N:11]([CH:16]([CH2:24][C:25]3([CH2:29][CH3:30])[CH2:26][O:27][CH2:28]3)[C:17]([O:19][C:20]([CH3:21])([CH3:23])[CH3:22])=[O:18])[C:10](=[O:31])[CH:9]=2)[CH:7]=1. The catalyst class is: 775. (2) Reactant: C(OC(=O)[NH:7][C:8]1[CH:13]=[C:12]([N:14]([CH3:16])[CH3:15])[C:11]([Cl:17])=[CH:10][C:9]=1[NH:18][C:19](=[O:42])[CH2:20][C:21](=O)[C:22]1[CH:27]=[CH:26][CH:25]=[C:24]([N:28]2[CH:32]=[C:31]([CH2:33][O:34]C3CCCCO3)[CH:30]=[N:29]2)[CH:23]=1)(C)(C)C.C(O)(C(F)(F)F)=O. Product: [Cl:17][C:11]1[C:12]([N:14]([CH3:16])[CH3:15])=[CH:13][C:8]2[N:7]=[C:21]([C:22]3[CH:27]=[CH:26][CH:25]=[C:24]([N:28]4[CH:32]=[C:31]([CH2:33][OH:34])[CH:30]=[N:29]4)[CH:23]=3)[CH2:20][C:19](=[O:42])[NH:18][C:9]=2[CH:10]=1. The catalyst class is: 2. (3) Reactant: [CH:1]([C:3]1[C:4]([C:12](N(C)C)=[O:13])=[CH:5][C:6]2[O:10][CH2:9][O:8][C:7]=2[CH:11]=1)=[O:2].[C-]#N.[K+].C1OCCOCCOCCOCCOCCOC1.C[Si]([C:42]#[N:43])(C)C.C(=O)(O)[O-].[Na+]. Product: [O:13]=[C:12]1[C:4]2[C:3](=[CH:11][C:7]3[O:8][CH2:9][O:10][C:6]=3[CH:5]=2)[CH:1]([C:42]#[N:43])[O:2]1. The catalyst class is: 4. (4) Reactant: [Cl:1][C:2]1[CH:3]=[C:4]([C:33]2[CH:38]=[CH:37][C:36]([C:39]([N:41]3[CH2:46][CH2:45][CH:44]([C:47]([F:50])([F:49])[F:48])[CH2:43][CH2:42]3)=[O:40])=[CH:35][CH:34]=2)[CH:5]=[C:6]([Cl:32])[C:7]=1[CH2:8][C@@H:9]1[CH2:13][CH2:12][N:11]([N:14]2[CH2:19][CH2:18][CH:17]([O:20][Si](C(C)C)(C(C)C)C(C)C)[CH2:16][CH2:15]2)[C:10]1=[O:31].C1COCC1.O.C(O)(C(F)(F)F)=O. Product: [Cl:32][C:6]1[CH:5]=[C:4]([C:33]2[CH:34]=[CH:35][C:36]([C:39]([N:41]3[CH2:46][CH2:45][CH:44]([C:47]([F:50])([F:48])[F:49])[CH2:43][CH2:42]3)=[O:40])=[CH:37][CH:38]=2)[CH:3]=[C:2]([Cl:1])[C:7]=1[CH2:8][C@@H:9]1[CH2:13][CH2:12][N:11]([N:14]2[CH2:19][CH2:18][CH:17]([OH:20])[CH2:16][CH2:15]2)[C:10]1=[O:31]. The catalyst class is: 13. (5) Reactant: [Cl:1][C:2]1[C:3]([F:38])=[C:4]([CH:8]2[C:12]([C:15]3[CH:20]=[CH:19][C:18]([Cl:21])=[CH:17][C:16]=3[F:22])([C:13]#[N:14])[CH:11]([CH2:23][C:24]([CH3:27])([CH3:26])[CH3:25])[CH2:10][N:9]2[C:28](=[O:37])[C:29]2[CH:34]=[CH:33][C:32]([C:35]#[N:36])=[CH:31][CH:30]=2)[CH:5]=[CH:6][CH:7]=1.OO.C([O-])([O-])=[O:42].[K+].[K+]. Product: [Cl:1][C:2]1[C:3]([F:38])=[C:4]([C@@H:8]2[C@:12]([C:15]3[CH:20]=[CH:19][C:18]([Cl:21])=[CH:17][C:16]=3[F:22])([C:13]#[N:14])[C@H:11]([CH2:23][C:24]([CH3:27])([CH3:26])[CH3:25])[CH2:10][N:9]2[C:28]([C:29]2[CH:34]=[CH:33][C:32]([C:35]([NH2:36])=[O:42])=[CH:31][CH:30]=2)=[O:37])[CH:5]=[CH:6][CH:7]=1. The catalyst class is: 16. (6) Reactant: C1(P(C2C=CC=CC=2)C2C3OC4C(=CC=CC=4P(C4C=CC=CC=4)C4C=CC=CC=4)C(C)(C)C=3C=CC=2)C=CC=CC=1.Cl.Br[C:45]1[CH:50]=[CH:49][N:48]=[CH:47][CH:46]=1.[Cl:51][C:52]1[CH:53]=[C:54]([NH:58][C:59]([C:61]2[N:62]=[C:63]([CH3:67])[S:64][C:65]=2[NH2:66])=[O:60])[CH:55]=[CH:56][CH:57]=1.C(=O)([O-])[O-].[Cs+].[Cs+]. Product: [Cl:51][C:52]1[CH:53]=[C:54]([NH:58][C:59]([C:61]2[N:62]=[C:63]([CH3:67])[S:64][C:65]=2[NH:66][C:45]2[CH:50]=[CH:49][N:48]=[CH:47][CH:46]=2)=[O:60])[CH:55]=[CH:56][CH:57]=1. The catalyst class is: 12. (7) Reactant: [C:1]1([CH3:29])[CH:6]=[CH:5][C:4]([C:7]2[N:8]=[C:9]3[CH2:23][CH2:22][CH2:21][N:20]([CH2:24][CH2:25][CH2:26][CH2:27][OH:28])[C:10]3=[N:11][C:12]=2[C:13]2[CH:18]=[CH:17][C:16]([CH3:19])=[CH:15][CH:14]=2)=[CH:3][CH:2]=1.C[N+]1([O-])CCOCC1. Product: [C:1]1([CH3:29])[CH:2]=[CH:3][C:4]([C:7]2[N:8]=[C:9]3[CH2:23][CH2:22][CH2:21][N:20]([CH2:24][CH2:25][CH2:26][CH:27]=[O:28])[C:10]3=[N:11][C:12]=2[C:13]2[CH:18]=[CH:17][C:16]([CH3:19])=[CH:15][CH:14]=2)=[CH:5][CH:6]=1. The catalyst class is: 678. (8) Reactant: [CH3:1][O:2][C:3]1[CH:4]=[C:5]2[C:10](=[CH:11][C:12]=1[OH:13])[N:9]=[CH:8][CH:7]=[C:6]2[O:14][C:15]1[CH:20]=[CH:19][C:18]([N+:21]([O-:23])=[O:22])=[CH:17][N:16]=1.[O:24]1[CH2:29][CH2:28][N:27]([CH2:30][CH2:31][CH2:32]O)[CH2:26][CH2:25]1.C1(P(C2C=CC=CC=2)C2C=CC=CC=2)C=CC=CC=1.CCOC(/N=N/C(OCC)=O)=O. Product: [CH3:1][O:2][C:3]1[CH:4]=[C:5]2[C:10](=[CH:11][C:12]=1[O:13][CH2:32][CH2:31][CH2:30][N:27]1[CH2:28][CH2:29][O:24][CH2:25][CH2:26]1)[N:9]=[CH:8][CH:7]=[C:6]2[O:14][C:15]1[CH:20]=[CH:19][C:18]([N+:21]([O-:23])=[O:22])=[CH:17][N:16]=1. The catalyst class is: 2. (9) The catalyst class is: 2. Reactant: [C:1]1([C:7]2[O:8][C:9]3[C:14]([C:15](=[O:23])[C:16]=2[C:17]2[CH:22]=[CH:21][CH:20]=[CH:19][CH:18]=2)=[C:13]([O:24]C)[C:12]([O:26]C)=[C:11]([O:28]C)[CH:10]=3)[CH:6]=[CH:5][CH:4]=[CH:3][CH:2]=1.B(Br)(Br)Br. Product: [C:1]1([C:7]2[O:8][C:9]3[C:14]([C:15](=[O:23])[C:16]=2[C:17]2[CH:22]=[CH:21][CH:20]=[CH:19][CH:18]=2)=[C:13]([OH:24])[C:12]([OH:26])=[C:11]([OH:28])[CH:10]=3)[CH:2]=[CH:3][CH:4]=[CH:5][CH:6]=1.